From a dataset of Catalyst prediction with 721,799 reactions and 888 catalyst types from USPTO. Predict which catalyst facilitates the given reaction. (1) The catalyst class is: 11. Product: [CH:2]1[CH:3]=[CH:4][C:5]2[S:10][N:9]=[C:8]([N:11]3[CH2:12][CH2:13][N:14]([CH2:17][CH2:18][C:19]4[CH:20]=[C:21]5[CH2:29][C:27](=[O:28])[NH:26][C:22]5=[CH:23][C:24]=4[Cl:25])[CH2:15][CH2:16]3)[C:6]=2[CH:7]=1.[ClH:1]. Reactant: [ClH:1].[CH:2]1[CH:3]=[CH:4][C:5]2[S:10][N:9]=[C:8]([N:11]3[CH2:16][CH2:15][N:14]([CH2:17][CH2:18][C:19]4[CH:20]=[C:21]5[CH2:29][C:27](=[O:28])[NH:26][C:22]5=[CH:23][C:24]=4[Cl:25])[CH2:13][CH2:12]3)[C:6]=2[CH:7]=1. (2) Reactant: [CH3:1][O:2][C:3]1[CH:10]=[CH:9][C:8]([O:11]COC)=[CH:7][C:4]=1[CH:5]=[O:6].Cl. Product: [OH:11][C:8]1[CH:9]=[CH:10][C:3]([O:2][CH3:1])=[C:4]([CH:7]=1)[CH:5]=[O:6]. The catalyst class is: 20. (3) Reactant: [CH2:1]([C:4]1[N:8]([CH2:9][C:10]2[CH:27]=[CH:26][C:13]3/[C:14](=[CH:23]/[C:24]#[N:25])/[C:15]4[CH:22]=[CH:21][CH:20]=[CH:19][C:16]=4[CH2:17][CH2:18][C:12]=3[CH:11]=2)[C:7]2[CH:28]=[CH:29][CH:30]=[CH:31][C:6]=2[N:5]=1)[CH2:2][CH3:3].[OH-:32].[Na+].O. Product: [CH2:1]([C:4]1[N:8]([CH2:9][C:10]2[CH:27]=[CH:26][C:13]3/[C:14](=[CH:23]/[C:24]([NH2:25])=[O:32])/[C:15]4[CH:22]=[CH:21][CH:20]=[CH:19][C:16]=4[CH2:17][CH2:18][C:12]=3[CH:11]=2)[C:7]2[CH:28]=[CH:29][CH:30]=[CH:31][C:6]=2[N:5]=1)[CH2:2][CH3:3]. The catalyst class is: 8. (4) Reactant: [F:1][C:2]1[CH:15]=[C:14]([C:16]([F:19])([F:18])[F:17])[CH:13]=[CH:12][C:3]=1/[CH:4]=[N:5]/[S@@:6]([C:8]([CH3:11])([CH3:10])[CH3:9])=[O:7].[CH3:20][Mg]Br.CCOC(C)=O.CCCCCCC. Product: [F:1][C:2]1[CH:15]=[C:14]([C:16]([F:19])([F:17])[F:18])[CH:13]=[CH:12][C:3]=1[C@@H:4]([NH:5][S@@:6]([C:8]([CH3:11])([CH3:9])[CH3:10])=[O:7])[CH3:20]. The catalyst class is: 158. (5) Reactant: [Cl:1][C:2]1[CH:3]=[C:4]([CH:9]=[CH:10][C:11]=1[CH:12]1[S:18][CH2:17][CH2:16][NH:15][C:14]2[N:19]([CH3:28])[N:20]=[C:21]([C:22]3[CH:27]=[CH:26][CH:25]=[CH:24][N:23]=3)[C:13]1=2)[C:5]([O:7]C)=O.[NH2:29][C:30]1[C:31]([CH3:36])=[N:32][CH:33]=[CH:34][CH:35]=1.C[Si]([N-][Si](C)(C)C)(C)C.[Li+]. Product: [Cl:1][C:2]1[CH:3]=[C:4]([CH:9]=[CH:10][C:11]=1[CH:12]1[S:18][CH2:17][CH2:16][NH:15][C:14]2[N:19]([CH3:28])[N:20]=[C:21]([C:22]3[CH:27]=[CH:26][CH:25]=[CH:24][N:23]=3)[C:13]1=2)[C:5]([NH:29][C:30]1[C:31]([CH3:36])=[N:32][CH:33]=[CH:34][CH:35]=1)=[O:7]. The catalyst class is: 1. (6) Reactant: Br[CH2:2][CH2:3][O:4][C:5]1[CH:10]=[CH:9][C:8]([N+:11]([O-:13])=[O:12])=[CH:7][C:6]=1[O:14][CH3:15].[CH3:16][O:17][CH:18]1[CH2:23][CH2:22][NH:21][CH2:20][CH2:19]1. Product: [CH3:16][O:17][CH:18]1[CH2:23][CH2:22][N:21]([CH2:2][CH2:3][O:4][C:5]2[CH:10]=[CH:9][C:8]([N+:11]([O-:13])=[O:12])=[CH:7][C:6]=2[O:14][CH3:15])[CH2:20][CH2:19]1. The catalyst class is: 98. (7) Reactant: [C:1]1([N:7]2[C:11]([C:12](OCC)=[O:13])=[CH:10][N:9]=[CH:8]2)[CH:6]=[CH:5][CH:4]=[CH:3][CH:2]=1.[H-].[Al+3].[Li+].[H-].[H-].[H-]. Product: [C:1]1([N:7]2[C:11]([CH2:12][OH:13])=[CH:10][N:9]=[CH:8]2)[CH:2]=[CH:3][CH:4]=[CH:5][CH:6]=1. The catalyst class is: 1. (8) Reactant: [CH3:1][O:2][C:3]1[CH:8]=[CH:7][C:6]([S:9]([N:12]2[C:20]3[C:15](=[CH:16][CH:17]=[CH:18][C:19]=3[NH2:21])[CH2:14][CH2:13]2)(=[O:11])=[O:10])=[CH:5][CH:4]=1.Cl.[C:23](Cl)(=[O:30])[C:24]1[CH:29]=[CH:28][N:27]=[CH:26][CH:25]=1.C(=O)([O-])[O-].[Cs+].[Cs+]. Product: [CH3:1][O:2][C:3]1[CH:8]=[CH:7][C:6]([S:9]([N:12]2[C:20]3[C:15](=[CH:16][CH:17]=[CH:18][C:19]=3[NH:21][C:23](=[O:30])[C:24]3[CH:29]=[CH:28][N:27]=[CH:26][CH:25]=3)[CH2:14][CH2:13]2)(=[O:10])=[O:11])=[CH:5][CH:4]=1. The catalyst class is: 10.